From a dataset of NCI-60 drug combinations with 297,098 pairs across 59 cell lines. Regression. Given two drug SMILES strings and cell line genomic features, predict the synergy score measuring deviation from expected non-interaction effect. (1) Drug 1: CCC1=CC2CC(C3=C(CN(C2)C1)C4=CC=CC=C4N3)(C5=C(C=C6C(=C5)C78CCN9C7C(C=CC9)(C(C(C8N6C)(C(=O)OC)O)OC(=O)C)CC)OC)C(=O)OC.C(C(C(=O)O)O)(C(=O)O)O. Drug 2: C1C(C(OC1N2C=NC3=C2NC=NCC3O)CO)O. Cell line: OVCAR3. Synergy scores: CSS=55.1, Synergy_ZIP=-2.29, Synergy_Bliss=-3.52, Synergy_Loewe=-27.2, Synergy_HSA=-2.24. (2) Synergy scores: CSS=5.43, Synergy_ZIP=0.788, Synergy_Bliss=7.68, Synergy_Loewe=-0.348, Synergy_HSA=4.41. Drug 2: CC1=C2C(C(=O)C3(C(CC4C(C3C(C(C2(C)C)(CC1OC(=O)C(C(C5=CC=CC=C5)NC(=O)OC(C)(C)C)O)O)OC(=O)C6=CC=CC=C6)(CO4)OC(=O)C)O)C)O. Drug 1: COC1=NC(=NC2=C1N=CN2C3C(C(C(O3)CO)O)O)N. Cell line: U251. (3) Drug 1: C1CC(=O)NC(=O)C1N2CC3=C(C2=O)C=CC=C3N. Drug 2: CC1C(C(CC(O1)OC2CC(CC3=C2C(=C4C(=C3O)C(=O)C5=CC=CC=C5C4=O)O)(C(=O)C)O)N)O. Cell line: BT-549. Synergy scores: CSS=37.6, Synergy_ZIP=3.02, Synergy_Bliss=4.31, Synergy_Loewe=0.551, Synergy_HSA=5.19. (4) Drug 1: C1=CC(=CC=C1CCCC(=O)O)N(CCCl)CCCl. Drug 2: C1=CC(=CC=C1C#N)C(C2=CC=C(C=C2)C#N)N3C=NC=N3. Cell line: MDA-MB-231. Synergy scores: CSS=19.2, Synergy_ZIP=-0.664, Synergy_Bliss=-2.19, Synergy_Loewe=-2.78, Synergy_HSA=-1.80. (5) Drug 1: C1CCC(C1)C(CC#N)N2C=C(C=N2)C3=C4C=CNC4=NC=N3. Drug 2: CC(C1=C(C=CC(=C1Cl)F)Cl)OC2=C(N=CC(=C2)C3=CN(N=C3)C4CCNCC4)N. Cell line: U251. Synergy scores: CSS=8.91, Synergy_ZIP=-0.553, Synergy_Bliss=1.59, Synergy_Loewe=0.594, Synergy_HSA=1.49.